This data is from Reaction yield outcomes from USPTO patents with 853,638 reactions. The task is: Predict the reaction yield, written as a fraction of the theoretical maximum amount of product (1.0 means a 100% yield; for example, 0.34 means a 34% yield). (1) The reactants are [Cl:1][C:2]1[CH:10]=[CH:9][C:8]([C:11]2[CH:16]=[CH:15][CH:14]=[C:13]([F:17])[CH:12]=2)=[CH:7][C:3]=1[C:4]([OH:6])=O.C(Cl)(=O)C(Cl)=O.[NH2:24][C:25]1[C:26]([F:33])=[C:27]([OH:32])[CH:28]=[CH:29][C:30]=1[F:31].C([O-])(O)=O.[Na+].Cl. The catalyst is C(Cl)Cl.C1COCC1.CN(C=O)C. The product is [Cl:1][C:2]1[CH:10]=[CH:9][C:8]([C:11]2[CH:16]=[CH:15][CH:14]=[C:13]([F:17])[CH:12]=2)=[CH:7][C:3]=1[C:4]([NH:24][C:25]1[C:30]([F:31])=[CH:29][CH:28]=[C:27]([OH:32])[C:26]=1[F:33])=[O:6]. The yield is 0.270. (2) The yield is 0.700. The catalyst is ClCCl. The product is [Cl:1][C:2]1[CH:7]=[CH:6][C:5]([C:8]2[CH:13]=[CH:12][CH:11]=[CH:10][C:9]=2[S:14]([NH:17][C:18]2[CH:19]=[CH:20][C:21]([O:30][CH3:31])=[C:22]3[C:27]=2[CH2:26][CH2:25][C@H:24]([CH2:48][NH:49][C:32](=[O:33])[O:34][C:35]([CH3:38])([CH3:37])[CH3:36])[CH2:23]3)(=[O:16])=[O:15])=[CH:4][CH:3]=1. The reactants are [Cl:1][C:2]1[CH:7]=[CH:6][C:5]([C:8]2[C:9]([S:14]([NH:17][C:18]3[C:27]4[CH2:26][CH2:25][C@H:24](NC)[CH2:23][C:22]=4[C:21]([O:30][CH3:31])=[CH:20][CH:19]=3)(=[O:16])=[O:15])=[CH:10][CH:11]=[CH:12][CH:13]=2)=[CH:4][CH:3]=1.[C:32](O[C:32]([O:34][C:35]([CH3:38])([CH3:37])[CH3:36])=[O:33])([O:34][C:35]([CH3:38])([CH3:37])[CH3:36])=[O:33].C[CH2:48][N:49](C(C)C)C(C)C. (3) The reactants are [H-].[Na+].C(OP([CH2:11][C:12]1[S:13][C:14]2[C:20]([C:21]3[CH:22]=[C:23]([CH:29]=[CH:30][CH:31]=3)[C:24]([O:26][CH2:27][CH3:28])=[O:25])=[CH:19][CH:18]=[CH:17][C:15]=2[CH:16]=1)(OCC)=O)C.[F:32][C:33]([F:43])([F:42])[C:34]1[CH:35]=[C:36]([CH:39]=[CH:40][CH:41]=1)[CH:37]=O.[Cl-].[NH4+]. The catalyst is C1COCC1. The product is [F:32][C:33]([F:42])([F:43])[C:34]1[CH:35]=[C:36](/[CH:37]=[CH:11]/[C:12]2[S:13][C:14]3[C:20]([C:21]4[CH:22]=[C:23]([CH:29]=[CH:30][CH:31]=4)[C:24]([O:26][CH2:27][CH3:28])=[O:25])=[CH:19][CH:18]=[CH:17][C:15]=3[CH:16]=2)[CH:39]=[CH:40][CH:41]=1. The yield is 0.890. (4) The reactants are Cl[C:2]1[C:11]2[CH:10]=[C:9]3[N:12]=[CH:13][N:14]([CH2:15][CH2:16][N:17]4[CH2:22][CH2:21][O:20][CH2:19][CH2:18]4)[C:8]3=[CH:7][C:6]=2[N:5]=[CH:4][C:3]=1[C:23]#[N:24].[Cl:25][C:26]1[C:32]([O:33][CH3:34])=[CH:31][C:29]([NH2:30])=[C:28]([CH3:35])[CH:27]=1.Cl.N1C=CC=CC=1.C(=O)([O-])[O-].[Na+].[Na+]. The catalyst is C(OCCO)C.O. The product is [Cl:25][C:26]1[C:32]([O:33][CH3:34])=[CH:31][C:29]([NH:30][C:2]2[C:11]3[CH:10]=[C:9]4[N:12]=[CH:13][N:14]([CH2:15][CH2:16][N:17]5[CH2:18][CH2:19][O:20][CH2:21][CH2:22]5)[C:8]4=[CH:7][C:6]=3[N:5]=[CH:4][C:3]=2[C:23]#[N:24])=[C:28]([CH3:35])[CH:27]=1. The yield is 0.699.